This data is from Full USPTO retrosynthesis dataset with 1.9M reactions from patents (1976-2016). The task is: Predict the reactants needed to synthesize the given product. (1) Given the product [CH2:1]([NH:3][C:4]1[CH:12]=[CH:11][C:10]([F:13])=[CH:9][C:5]=1[C:6]([NH:33][C:28]([CH2:27][CH3:26])([CH2:29][CH3:30])[C:14]#[CH:15])=[O:8])[CH3:2], predict the reactants needed to synthesize it. The reactants are: [CH2:1]([NH:3][C:4]1[CH:12]=[CH:11][C:10]([F:13])=[CH:9][C:5]=1[C:6]([OH:8])=O)[CH3:2].[CH3:14][CH2:15]N=C=NCCCN(C)C.C1[CH:26]=[CH:27][C:28]2[N:33](O)N=N[C:29]=2[CH:30]=1.CCN(C(C)C)C(C)C. (2) Given the product [Cl:1][C:2]1[C:3]([C:15]2[C:20]([CH3:21])=[CH:19][C:18]([CH3:22])=[CH:17][N:16]=2)=[N:4][C:5]([N:8]2[CH2:13][CH2:12][CH:11]([NH:14][C:24](=[O:23])[CH2:25][OH:26])[CH2:10][CH2:9]2)=[CH:6][CH:7]=1, predict the reactants needed to synthesize it. The reactants are: [Cl:1][C:2]1[C:3]([C:15]2[C:20]([CH3:21])=[CH:19][C:18]([CH3:22])=[CH:17][N:16]=2)=[N:4][C:5]([N:8]2[CH2:13][CH2:12][CH:11]([NH2:14])[CH2:10][CH2:9]2)=[CH:6][CH:7]=1.[OH:23][CH2:24][C:25](O)=[O:26].CN1CCOCC1.C1C=CC2N(O)N=NC=2C=1.CCN=C=NCCCN(C)C. (3) Given the product [CH3:22][O:21][CH2:20][CH2:19][CH2:18][C:16]1[C:15]2[C:10](=[CH:11][CH:12]=[CH:13][CH:14]=2)[CH:9]=[C:8]([C:6]([OH:7])=[O:5])[CH:17]=1, predict the reactants needed to synthesize it. The reactants are: [OH-].[Na+].C([O:5][C:6]([C:8]1[CH:17]=[C:16]([CH2:18][CH2:19][CH2:20][O:21][CH3:22])[C:15]2[C:10](=[CH:11][CH:12]=[CH:13][CH:14]=2)[CH:9]=1)=[O:7])C.Cl.